The task is: Predict the reaction yield, written as a fraction of the theoretical maximum amount of product (1.0 means a 100% yield; for example, 0.34 means a 34% yield).. This data is from Reaction yield outcomes from USPTO patents with 853,638 reactions. (1) The product is [C:38]([NH:37][C:35]1[N:36]=[C:31]2[CH:30]=[CH:29][C:28]([O:27][C:26]3[CH:41]=[CH:42][C:43]([F:44])=[C:24]([NH:23][C:8]([C:6]4[N:5]([CH3:11])[N:4]=[C:3]([CH2:1][CH3:2])[CH:7]=4)=[O:10])[CH:25]=3)=[N:33][N:32]2[CH:34]=1)(=[O:40])[CH3:39]. The yield is 0.500. The reactants are [CH2:1]([C:3]1[CH:7]=[C:6]([C:8]([OH:10])=O)[N:5]([CH3:11])[N:4]=1)[CH3:2].CN(C)C=O.C(Cl)(=O)C(Cl)=O.[NH2:23][C:24]1[CH:25]=[C:26]([CH:41]=[CH:42][C:43]=1[F:44])[O:27][C:28]1[CH:29]=[CH:30][C:31]2[N:32]([CH:34]=[C:35]([NH:37][C:38](=[O:40])[CH3:39])[N:36]=2)[N:33]=1. The catalyst is CN(C)C(=O)C.O1CCCC1. (2) The reactants are [NH2:1][C:2]1[CH:3]=[CH:4][C:5]([CH3:13])=[C:6]([CH:12]=1)[C:7]([O:9][CH2:10][CH3:11])=[O:8].Cl[CH2:15][C:16]1[CH:24]=[CH:23][C:19]([C:20](Cl)=[O:21])=[CH:18][C:17]=1[C:25]([F:28])([F:27])[F:26].[CH3:29][N:30]1[CH2:35][CH2:34][NH:33][CH2:32][CH2:31]1.C([O-])([O-])=O.[K+].[K+]. The catalyst is C1COCC1.C(#N)C. The product is [CH3:13][C:5]1[CH:4]=[CH:3][C:2]([NH:1][C:20](=[O:21])[C:19]2[CH:23]=[CH:24][C:16]([CH2:15][N:33]3[CH2:34][CH2:35][N:30]([CH3:29])[CH2:31][CH2:32]3)=[C:17]([C:25]([F:28])([F:27])[F:26])[CH:18]=2)=[CH:12][C:6]=1[C:7]([O:9][CH2:10][CH3:11])=[O:8]. The yield is 0.630. (3) The reactants are C1C=CC(P(C2C=CC=CC=2)C2C=CC=CC=2)=CC=1.Br[CH:21]([F:27])[C:22]([O:24][CH2:25][CH3:26])=[O:23].[N+:28]([C:31]1[CH:38]=[CH:37][CH:36]=[CH:35][C:32]=1[CH:33]=O)([O-:30])=[O:29]. The catalyst is [Cu].[Zn]. The product is [F:27]/[C:21](=[CH:33]\[C:32]1[CH:35]=[CH:36][CH:37]=[CH:38][C:31]=1[N+:28]([O-:30])=[O:29])/[C:22]([O:24][CH2:25][CH3:26])=[O:23]. The yield is 0.280. (4) The reactants are [CH2:1]([Li])[CH2:2][CH2:3][CH3:4].C(NC(C)C)(C)C.[OH:13][C:14]1[N:21]=[C:20](C)[CH:19]=[CH:18][C:15]=1[C:16]#[N:17].C(Br)C=C. The catalyst is C1COCC1. The product is [CH2:1]([C:20]1[CH:19]=[CH:18][C:15]([C:16]#[N:17])=[C:14]([OH:13])[N:21]=1)[CH2:2][CH:3]=[CH2:4]. The yield is 0.580. (5) The reactants are Cl[C:2]1[N:7]=[CH:6][N:5]=[C:4]([NH:8][C@@H:9]2[CH2:13][CH2:12][N:11]([C:14]3[CH:19]=[CH:18][C:17]([F:20])=[CH:16][CH:15]=3)[CH2:10]2)[N:3]=1.C([O-])(=[O:23])C.[Na+].C(O)(=O)C.C(=O)(O)[O-].[Na+]. The catalyst is C(OCC)(=O)C.O. The product is [F:20][C:17]1[CH:18]=[CH:19][C:14]([N:11]2[CH2:12][CH2:13][C@@H:9]([NH:8][C:4]3[N:5]=[CH:6][NH:7][C:2](=[O:23])[N:3]=3)[CH2:10]2)=[CH:15][CH:16]=1. The yield is 0.150. (6) The reactants are C(OC([NH:8][C:9]([CH3:27])([CH3:26])[CH2:10][CH2:11][N:12]1[C:16]2[CH:17]=[CH:18][C:19]([C:21]([O:23][CH3:24])=[O:22])=[CH:20][C:15]=2[NH:14][C:13]1=[O:25])=O)(C)(C)C.FC(F)(F)C(O)=O. The catalyst is ClCCl. The product is [NH2:8][C:9]([CH3:27])([CH3:26])[CH2:10][CH2:11][N:12]1[C:16]2[CH:17]=[CH:18][C:19]([C:21]([O:23][CH3:24])=[O:22])=[CH:20][C:15]=2[NH:14][C:13]1=[O:25]. The yield is 0.950. (7) The reactants are [CH2:1]([O:3][C:4]1[CH:9]=[CH:8][C:7]([CH2:10][C:11]([O:13][CH2:14][CH3:15])=[O:12])=[CH:6][CH:5]=1)[CH3:2].[S:16]([Cl:20])(=O)(=[O:18])[OH:17]. No catalyst specified. The product is [Cl:20][S:16]([C:5]1[CH:6]=[C:7]([CH2:10][C:11]([O:13][CH2:14][CH3:15])=[O:12])[CH:8]=[CH:9][C:4]=1[O:3][CH2:1][CH3:2])(=[O:18])=[O:17]. The yield is 0.340. (8) The reactants are [CH3:1][O:2][C:3](=[O:15])[CH:4]=[C:5]1[CH2:14][CH2:13][C:8]2([O:12][CH2:11][CH2:10][O:9]2)[CH2:7][CH2:6]1.[N+:16]([CH3:19])([O-:18])=[O:17].[F-].C([N+](CCCC)(CCCC)CCCC)CCC. The catalyst is C1COCC1.O. The product is [CH3:1][O:2][C:3](=[O:15])[CH2:4][C:5]1([CH2:19][N+:16]([O-:18])=[O:17])[CH2:6][CH2:7][C:8]2([O:9][CH2:10][CH2:11][O:12]2)[CH2:13][CH2:14]1. The yield is 0.750. (9) The reactants are [CH3:1][O:2][C:3]1[CH:4]=[C:5]([CH3:13])[C:6]2[O:10][CH2:9][C:8](=[O:11])[C:7]=2[CH:12]=1.[Br:14]N1C(=O)CCC1=O.C(OOC(=O)C1C=CC=CC=1)(=O)C1C=CC=CC=1. The catalyst is C(Cl)(Cl)(Cl)Cl. The product is [Br:14][CH2:13][C:5]1[C:6]2[O:10][CH2:9][C:8](=[O:11])[C:7]=2[CH:12]=[C:3]([O:2][CH3:1])[CH:4]=1. The yield is 0.110. (10) The reactants are [C:1]([O:5][C:6]([N:8]1[CH2:13][CH2:12][CH:11]([C:14]2[CH:19]=[CH:18][C:17]([NH2:20])=[C:16]([C:21]3[CH2:26][CH2:25][C:24]([CH3:28])([CH3:27])[CH2:23][CH:22]=3)[N:15]=2)[CH2:10][CH2:9]1)=[O:7])([CH3:4])([CH3:3])[CH3:2].[K+].[C:30]([C:32]1[N:33]=[C:34]([C:45]([O-])=[O:46])[N:35]([CH2:37][O:38][CH2:39][CH2:40][Si:41]([CH3:44])([CH3:43])[CH3:42])[CH:36]=1)#[N:31].C1CN([P+](Br)(N2CCCC2)N2CCCC2)CC1.F[P-](F)(F)(F)(F)F.CCN(C(C)C)C(C)C. The catalyst is C(Cl)Cl. The product is [C:1]([O:5][C:6]([N:8]1[CH2:9][CH2:10][CH:11]([C:14]2[CH:19]=[CH:18][C:17]([NH:20][C:45]([C:34]3[N:35]([CH2:37][O:38][CH2:39][CH2:40][Si:41]([CH3:44])([CH3:43])[CH3:42])[CH:36]=[C:32]([C:30]#[N:31])[N:33]=3)=[O:46])=[C:16]([C:21]3[CH2:26][CH2:25][C:24]([CH3:28])([CH3:27])[CH2:23][CH:22]=3)[N:15]=2)[CH2:12][CH2:13]1)=[O:7])([CH3:4])([CH3:2])[CH3:3]. The yield is 0.870.